From a dataset of Acute oral toxicity (LD50) regression data from Zhu et al.. Regression/Classification. Given a drug SMILES string, predict its toxicity properties. Task type varies by dataset: regression for continuous values (e.g., LD50, hERG inhibition percentage) or binary classification for toxic/non-toxic outcomes (e.g., AMES mutagenicity, cardiotoxicity, hepatotoxicity). Dataset: ld50_zhu. (1) The compound is ClC(Cl)c1cccc(Oc2ccccc2)c1. The rat oral LD50 is 1.62, given as -log10 of the dose in mol/kg body weight (higher means more acutely toxic). (2) The compound is CSP(SC)SC. The rat oral LD50 is 3.21, given as -log10 of the dose in mol/kg body weight (higher means more acutely toxic).